From a dataset of Full USPTO retrosynthesis dataset with 1.9M reactions from patents (1976-2016). Predict the reactants needed to synthesize the given product. (1) Given the product [OH:28][C:2]1([C:20]2[CH:25]=[CH:24][CH:23]=[CH:22][CH:21]=2)[C:10]2[C:5](=[CH:6][CH:7]=[C:8]([O:11][CH3:12])[CH:9]=2)[C:4](=[O:13])[O:1]1, predict the reactants needed to synthesize it. The reactants are: [OH:1][C:2]1([C:20]2[CH:25]=[CH:24][CH:23]=[CH:22][CH:21]=2)[C:10]2[C:5](=[CH:6][CH:7]=[C:8]([O:11][CH3:12])[CH:9]=2)[C:4](=[O:13])N1C1C=CC=CC=1.C(O)(=[O:28])C. (2) Given the product [Br:1][C:24]1[C:19]([O:18][CH3:17])=[CH:20][C:21]([N:25]2[CH2:30][CH2:29][N:28]([CH:31]3[CH2:36][CH2:35][N:34]([CH3:37])[CH2:33][CH2:32]3)[CH2:27][C@@H:26]2[CH3:38])=[N:22][CH:23]=1, predict the reactants needed to synthesize it. The reactants are: [Br:1]C1C=C(OC)C(N2CCN(C)CC2)=NC=1.[CH3:17][O:18][C:19]1[CH:24]=[CH:23][N:22]=[C:21]([N:25]2[CH2:30][CH2:29][N:28]([CH:31]3[CH2:36][CH2:35][N:34]([CH3:37])[CH2:33][CH2:32]3)[CH2:27][C@@H:26]2[CH3:38])[CH:20]=1. (3) The reactants are: I[C:2]1[S:6][C:5]([C:7]2[CH:8]=[C:9]3[C:13](=[CH:14][CH:15]=2)[C:12](=[O:16])[NH:11][CH2:10]3)=[CH:4][CH:3]=1.CC1(C)C(C)(C)OB([C:25]2[CH:26]=[C:27]([NH:31][C:32](=[O:38])[O:33][C:34]([CH3:37])([CH3:36])[CH3:35])[CH:28]=[N:29][CH:30]=2)O1. Given the product [O:16]=[C:12]1[C:13]2[C:9](=[CH:8][C:7]([C:5]3[S:6][C:2]([C:25]4[CH:26]=[C:27]([NH:31][C:32](=[O:38])[O:33][C:34]([CH3:36])([CH3:35])[CH3:37])[CH:28]=[N:29][CH:30]=4)=[CH:3][CH:4]=3)=[CH:15][CH:14]=2)[CH2:10][NH:11]1, predict the reactants needed to synthesize it. (4) Given the product [C:1]([O:9][C@@H:10]1[CH2:16][C@@H:15]([O:17][C:18](=[O:25])[C:19]2[CH:20]=[CH:21][CH:22]=[CH:23][CH:24]=2)[C@H:14]([CH3:26])[O:13][C:11]1=[O:12])(=[O:8])[C:2]1[CH:7]=[CH:6][CH:5]=[CH:4][CH:3]=1, predict the reactants needed to synthesize it. The reactants are: [C:1]([O:9][C:10]1[C:11]([O:13][C@@H:14]([CH3:26])[C@H:15]([O:17][C:18](=[O:25])[C:19]2[CH:24]=[CH:23][CH:22]=[CH:21][CH:20]=2)[CH:16]=1)=[O:12])(=[O:8])[C:2]1[CH:7]=[CH:6][CH:5]=[CH:4][CH:3]=1.[H][H]. (5) Given the product [Cl:1][C:2]1[CH:7]=[CH:6][CH:5]=[C:4]([CH2:8][CH3:9])[C:3]=1[CH2:10][C:12]1[NH:16][CH:15]=[CH:14][N:13]=1, predict the reactants needed to synthesize it. The reactants are: [Cl:1][C:2]1[CH:7]=[CH:6][CH:5]=[C:4]([CH2:8][CH3:9])[C:3]=1[CH:10]([C:12]1[NH:13][CH:14]=[CH:15][N:16]=1)O.C([SiH](CC)CC)C.FC(F)(F)C(O)=O. (6) Given the product [N:21]1([CH2:28][CH2:29][N:30]2[CH2:31][CH2:32][CH:33]([NH:36][C:15]([C:9]3[NH:10][C:11]4[C:7]([CH:8]=3)=[C:6]([O:5][CH2:1][CH:2]([CH3:3])[CH3:4])[CH:14]=[CH:13][CH:12]=4)=[O:17])[CH2:34][CH2:35]2)[CH2:27][CH2:26][CH2:25][CH2:24][CH2:23][CH2:22]1, predict the reactants needed to synthesize it. The reactants are: [CH2:1]([O:5][C:6]1[CH:14]=[CH:13][CH:12]=[C:11]2[C:7]=1[CH:8]=[C:9]([C:15]([OH:17])=O)[NH:10]2)[CH:2]([CH3:4])[CH3:3].Cl.Cl.Cl.[N:21]1([CH2:28][CH2:29][N:30]2[CH2:35][CH2:34][CH:33]([NH2:36])[CH2:32][CH2:31]2)[CH2:27][CH2:26][CH2:25][CH2:24][CH2:23][CH2:22]1. (7) The reactants are: C(OC[C@@H](O)[C@@H:7]([C:20]([O:22][C:23]([CH3:26])([CH3:25])C)=O)[CH2:8][C:9]1[CH:19]=[CH:18][C:12]2[O:13][C:14]([F:17])([F:16])[O:15][C:11]=2[CH:10]=1)(=O)C.[CH3:28][O:29]C(C)=C.CC1(C)[C:38]2(CS(O)(=O)=O)[C:39]([CH2:41]C1CC2)=[O:40].[C:48](=O)([O-])[O-].[K+].[K+].C[N:55]([CH:57]=[O:58])C. Given the product [F:17][C:14]1([F:16])[O:13][C:12]2[CH:18]=[CH:19][C:9]([CH2:8][C@H:7]3[C@@H:20]([CH2:28][OH:29])[O:22][C:23]([CH3:25])([CH3:26])[N:55]3[C:57]([O:40][C:39]([CH3:41])([CH3:48])[CH3:38])=[O:58])=[CH:10][C:11]=2[O:15]1, predict the reactants needed to synthesize it. (8) Given the product [CH2:26]([N:3]([CH2:1][CH3:2])[C:4]1[CH:9]=[C:8]([C:10]2[O:14][N:13]=[C:12]([C:15]3[CH:20]=[C:19]([CH3:21])[C:18]([O:22][CH2:28][C@H:30]4[CH2:31][O:32]4)=[C:17]([CH2:23][CH3:24])[CH:16]=3)[N:11]=2)[CH:7]=[C:6]([CH3:25])[N:5]=1)[CH3:27], predict the reactants needed to synthesize it. The reactants are: [CH2:1]([N:3]([CH2:26][CH3:27])[C:4]1[CH:9]=[C:8]([C:10]2[O:14][N:13]=[C:12]([C:15]3[CH:20]=[C:19]([CH3:21])[C:18]([OH:22])=[C:17]([CH2:23][CH3:24])[CH:16]=3)[N:11]=2)[CH:7]=[C:6]([CH3:25])[N:5]=1)[CH3:2].[CH2:28]([C@H:30]1[O:32][CH2:31]1)Cl.